From a dataset of Human Reference Interactome with 51,813 positive PPI pairs across 8,248 proteins, plus equal number of experimentally-validated negative pairs. Binary Classification. Given two protein amino acid sequences, predict whether they physically interact or not. (1) Protein 1 (ENSG00000149489) has sequence MAPVLPLVLPLQPRIRLAQGLWLLSWLLALAGGVILLCSGHLLVQLRHLGTFLAPSCQFPVLPQAALAAGAVALGTGLVGVGASRASLNAALYPPWRGVLGPLLVAGTAGGGGLLVVGLGLALALPGSLDEALEEGLVTALAHYKDTEVPGHCQAKRLVDELQLRYHCCGRHGYKDWFGVQWVSSRYLDPGDRDVADRIQSNVEGLYLTDGVPFSCCNPHSPRPCLQNRLSDSYAHPLFDPRQPNQNLWAQGCHEVLLEHLQDLAGTLGSMLAVTFLLQALVLLGLRYLQTALEGLGGVI.... Protein 2 (ENSG00000181444) has sequence MRETLEALSSLGFSVGQPEMAPQSEPREGSHNAQEQMSSSREERALGVCSGHEAPTPEEGAHTEQAEAPCRGQACSAQKAQPVGTCPGEEWMIRKVKVEDEDQEAEEEVEWPQHLSLLPSPFPAPDLGHLAAAYKLEPGAPGALSGLALSGWGPMPEKPYGCGECERRFRDQLTLRLHQRLHRGEGPCACPDCGRSFTQRAHMLLHQRSHRGERPFPCSECDKRFSKKAHLTRHLRTHTGERPYPCAECGKRFSQKIHLGSHQKTHTGERPFPCTECEKRFRKKTHLIRHQRIHTGERPY.... Result: 0 (the proteins do not interact). (2) Protein 1 (ENSG00000163114) has sequence MLAAFISRVLRRVAQKSARRVLVASRNSSNDATFEIKKCDLYLLEEGPPVTTVLTRAEGLKYYRMMLTVRRMELKADQLYKQKFIRGFCHLCDGQEACCVGLEAGINPSDHVITSYRAHGVCYTRGLSVRSILAELTGRRGGCAKGKGGSMHMYTKNFYGGNGIVGAQGPLGAGIALACKYKGNDEICLTLYGDGAANQGQIAEAFNMAALWKLPCVFICENNLYGMGTSTERAAASPDYYKRGNFIPGLKVDGMDVLCVREATKFAANYCRSGKGPILMELQTYRYHGHSMSDPGVSYR.... Protein 2 (ENSG00000169718) has sequence MPKLQGFEFWSRTLRGARHVVAPMVDQSELAWRLLSRRHGAQLCYTPMLHAQVFVRDANYRKENLYCEVCPEDRPLIVQFCANDPEVFVQAALLAQDYCDAIDLNLGCPQMIAKRGHYGAFLQDEWDLLQRMILLAHEKLSVPVTCKIRVFPEIDKTVRYAQMLEKAGCQLLTVHGRTKEQKGPLSGAASWEHIKAVRKAVAIPVFANGNIQCLQDVERCLRDTGVQGVMSAEGNLHNPALFEGRSPAVWELAEEYLDIVREHPCPLSYVRAHLFKLWHHTLQVHQELREELAKVKTLEG.... Result: 0 (the proteins do not interact). (3) Protein 1 (ENSG00000104154) has sequence MAGSGAWKRLKSMLRKDDAPLFLNDTSAFDFSDEAGDEGLSRFNKLRVVVADDGSEAPERPVNGAHPTLQADDDSLLDQDLPLTNSQLSLKVDSCDNCSKQREILKQRKVKARLTIAAVLYLLFMIGELVGGYIANSLAIMTDALHMLTDLSAIILTLLALWLSSKSPTKRFTFGFHRLEVLSAMISVLLVYILMGFLLYEAVQRTIHMNYEINGDIMLITAAVGVAVNVIMGFLLNQSGHRHSHSHSLPSNSPTRGSGCERNHGQDSLAVRAAFVHALGDLVQSVGVLIAAYIIRFKPE.... Protein 2 (ENSG00000151778) has sequence MVAKQRIRMANEKHSKNITQRGNVAKTLRPQEEKYPVGPWLLALFVFVVCGSAIFQIIQSIRMGM*MVAKQRIRMANEKHSKNITQRGNVAKTLRPQEEKYPVGPWLLALFVFVVCGSGQPHKLASPGDCQNFLKVVTSRGSHPTPKTGN*MVAKQRIRMANEKHSKNITQRGNVAKTLRPQEEKYPVGPWLLALFVFVVCGSVSVFSLVYGNKIIVQDPLQIGVVIQEM*LFVFVVCGSGQPHKLASPGDCQNFLKVVTSRGSHPTPKTGN*. Result: 1 (the proteins interact). (4) Protein 1 (ENSG00000088986) has sequence MCDRKAVIKNADMSEEMQQDSVECATQALEKYNIEKDIAAHIKKEFDKKYNPTWHCIVGRNFGSYVTHETKHFIYFYLGQVAILLFKSG*MCDRKAVIKNADMSEEMQQDSVECATQALEKYNIEKDIAAHIKKELR*MCDRKAVIKNADMSEEMQQDSVECATQALEKYNIEKDIAAHIKKVRMGAGADTQPGAGGSFPPILLS*MCDRKAVIKNADMSEEMQQDSVECATQALEKYNIEKDIAAHI. Protein 2 (ENSG00000168734) has sequence MMEVESSYSDFISCDRTGRRNAVPDIQGDSEAVSVRKLAGDMGELALEGAEGQVEGSAPDKEAGNQPQSSDGTTSS*MMEVESSYSDFISCDRTGRRNAVPDIQGDSEAVSVRKLAGDMGELALEGAEMDLTMLPWLVSNS*. Result: 1 (the proteins interact). (5) Protein 1 (ENSG00000165171) has sequence MAQEEGGSLPEVRARVRAAHGIPDLAQKLHFYDRWAPDYDQDVATLLYRAPRLAVDCLTQALPGPPHSALILDVACGTGLVAAELRAPGFLQLHGVDGSPGMLEQAQAPGLYQRLSLCTLGQEPLPSPEGTFDAVLIVGALSDGQVPCNAIPELHVTKPGGLVCLTTRTNSSNLQYKEALEATLDRLEQAGMWEGLVAWPVDRLWTAGSWLPPSWRWYPASLPRMASSPALSTCTESGRRPRLRK*MAQEEGGSLPEVRARVRAAHGIPDLAQKLHFYDRWAPDYDQDVATLLYRAPRLA.... Protein 2 (ENSG00000188747) has sequence MASLGDLVRAWHLGAQAVDRGDWARALHLFSGVPAPPARLCFNAGCVHLLAGDPEAALRAFDQAVTKDTCMAVGFFQRGVANFQLARFQEALSDFWLALEQLRGHAAIDYTQLGLRFKLQAWEVLHNVASAQCQLGLWTEAASSLREAMSKWPEGSLNGLDSALDQVQRRGSLPPRQVPRGEVFRPHRWHLKHLEPVDFLGKAKVVASAIPDDQGWGVRPQQPQGPGANHDARSLIMDSPRAGTHQGPLDAETEVGADRCTSTAYQEQRPQVEQVGKQAPLSPGLPAMGGPGPGPCEDPA.... Result: 1 (the proteins interact). (6) Protein 1 (ENSG00000197774) has sequence XSRQHVSRGTQQPESPKVAGAEVAVSWPEVEEALVLLQLWANLDVLLVASWQELSRHVCAVTKALAQYPLKQYRESQAFSFCTAGRWAAGEPVARDGAGLQAAWRRQIRQFSRVSPAVADAVVTAFPSPRLLQQALEACSTERERMGLLADLPVPPSEGGRPRRVGPDLSRRICLFLTTANPDLLLDLGS*MARVGPGRAGVSCQGRGRGRGGSGQRRPPTWEISDSDAEDSAGSEAAARARDPAGERRAAAEALRLLRPEQVLKRLAVCVDTAILEDAGADVLMEALEALGCECRIEPQ.... Protein 2 (ENSG00000110243) has sequence MASMAAVLTWALALLSAFSATQARKGFWDYFSQTSGDKGRVEQIHQQKMAREPATLKDSLEQDLNNMNKFLEKLRPLSGSEAPRLPQDPVGMRRQLQEELEEVKARLQPYMAEAHELVGWNLEGLRQQLKPYTMDLMEQVALRVQELQEQLRVVGEDTKAQLLGGVDEAWALLQGLQSRVVHHTGRFKELFHPYAESLVSGIGRHVQELHRSVAPHAPASPARLSRCVQVLSRKLTLKAKALHARIQQNLDQLREELSRAFAGTGTEEGAGPDPQMLSEEVRQRLQAFRQDTYLQIAAFT.... Result: 0 (the proteins do not interact). (7) Protein 1 (ENSG00000173013) has sequence MDVSSEHTKDPGGEGGDGESLAARPSKIKASSGPPTSPEPGELESEPEEEEEEQAASQGGTAADEQAEAPKGLTAAEAAGEEGPGEPGRPAEPQPEPEEPAEVGAEEPAQPEPGAGPEELEAEAGAEELEQAAEGKEVRFQASLPLTRIDEEEAAAAPEAETERVEGEEEDKEETQRDGAESKERDGEGRPAKSQEEGKRLYGRDEFEDLEWSEEVQKLQEQQLRSDLLDQYRSLLVERNRSQRYNLYLQHKIFEALRRKKGLEAAEVADRGAEAEAPEKEQAYLRHLGMLEELKKQQAD.... Protein 2 (ENSG00000186352) has sequence MLLLDCNPEVDGLKHLLETGASVNAPPDPCKQSPVHLAAGSGLACFLLWQLQTGADLNQQDVLGEAPLHKAAKVGSLECLSLLVASDAQIDLCNKNGQTAEDLAWSCGFPDCAKFLTTIKCMQTIKASEHPDRNDCVAVLRQKRSLGSVENTSGKRKC*MLLLDCNPEVDGLKHLLETGASVNAPPDPCKQSPVHLAAGSGLA. Result: 0 (the proteins do not interact).